From a dataset of Peptide-MHC class I binding affinity with 185,985 pairs from IEDB/IMGT. Regression. Given a peptide amino acid sequence and an MHC pseudo amino acid sequence, predict their binding affinity value. This is MHC class I binding data. (1) The peptide sequence is LMLHNPTSET. The MHC is HLA-A02:01 with pseudo-sequence HLA-A02:01. The binding affinity (normalized) is 0.159. (2) The peptide sequence is AEESLSLEA. The MHC is HLA-A68:02 with pseudo-sequence HLA-A68:02. The binding affinity (normalized) is 0. (3) The peptide sequence is ERYPGGVSL. The MHC is HLA-A02:03 with pseudo-sequence HLA-A02:03. The binding affinity (normalized) is 0.0847. (4) The binding affinity (normalized) is 0.0847. The MHC is HLA-A11:01 with pseudo-sequence HLA-A11:01. The peptide sequence is AYYWNQNGF. (5) The peptide sequence is IFKNLTKPL. The MHC is HLA-A11:01 with pseudo-sequence HLA-A11:01. The binding affinity (normalized) is 0.0847. (6) The MHC is Mamu-A2201 with pseudo-sequence Mamu-A2201. The binding affinity (normalized) is 0.558. The peptide sequence is LPTNAVVKM.